This data is from Catalyst prediction with 721,799 reactions and 888 catalyst types from USPTO. The task is: Predict which catalyst facilitates the given reaction. Reactant: [CH3:1][C:2]1[C:3]([C:16]([O:18]C)=[O:17])=[N:4][CH:5]=[C:6]([O:8][C@H:9]([C:11]2[O:12][CH:13]=[CH:14][N:15]=2)[CH3:10])[N:7]=1.O.[OH-].[Li+].Cl. Product: [CH3:1][C:2]1[C:3]([C:16]([OH:18])=[O:17])=[N:4][CH:5]=[C:6]([O:8][C@H:9]([C:11]2[O:12][CH:13]=[CH:14][N:15]=2)[CH3:10])[N:7]=1. The catalyst class is: 20.